This data is from NCI-60 drug combinations with 297,098 pairs across 59 cell lines. The task is: Regression. Given two drug SMILES strings and cell line genomic features, predict the synergy score measuring deviation from expected non-interaction effect. (1) Drug 1: CCC1(C2=C(COC1=O)C(=O)N3CC4=CC5=C(C=CC(=C5CN(C)C)O)N=C4C3=C2)O.Cl. Drug 2: CC1C(C(CC(O1)OC2CC(CC3=C2C(=C4C(=C3O)C(=O)C5=C(C4=O)C(=CC=C5)OC)O)(C(=O)CO)O)N)O.Cl. Cell line: LOX IMVI. Synergy scores: CSS=53.4, Synergy_ZIP=-13.8, Synergy_Bliss=-16.1, Synergy_Loewe=-12.3, Synergy_HSA=-11.0. (2) Drug 1: COC1=C(C=C2C(=C1)N=CN=C2NC3=CC(=C(C=C3)F)Cl)OCCCN4CCOCC4. Cell line: HCT116. Synergy scores: CSS=9.29, Synergy_ZIP=-10.8, Synergy_Bliss=-17.1, Synergy_Loewe=-30.2, Synergy_HSA=-15.6. Drug 2: C#CCC(CC1=CN=C2C(=N1)C(=NC(=N2)N)N)C3=CC=C(C=C3)C(=O)NC(CCC(=O)O)C(=O)O. (3) Drug 1: C1CN1P(=S)(N2CC2)N3CC3. Drug 2: CNC(=O)C1=NC=CC(=C1)OC2=CC=C(C=C2)NC(=O)NC3=CC(=C(C=C3)Cl)C(F)(F)F. Cell line: NCI-H226. Synergy scores: CSS=-1.80, Synergy_ZIP=1.29, Synergy_Bliss=-1.44, Synergy_Loewe=-2.22, Synergy_HSA=-3.47. (4) Drug 1: CN(C)N=NC1=C(NC=N1)C(=O)N. Drug 2: C1=CC(=CC=C1CC(C(=O)O)N)N(CCCl)CCCl.Cl. Cell line: A549. Synergy scores: CSS=31.4, Synergy_ZIP=-2.52, Synergy_Bliss=5.90, Synergy_Loewe=-0.822, Synergy_HSA=4.02. (5) Drug 1: C1=CC=C(C(=C1)C(C2=CC=C(C=C2)Cl)C(Cl)Cl)Cl. Drug 2: C(CC(=O)O)C(=O)CN.Cl. Cell line: NCI/ADR-RES. Synergy scores: CSS=-0.0665, Synergy_ZIP=1.53, Synergy_Bliss=-0.347, Synergy_Loewe=-2.25, Synergy_HSA=-2.44. (6) Cell line: HOP-62. Drug 2: C1CC(=O)NC(=O)C1N2C(=O)C3=CC=CC=C3C2=O. Drug 1: CC1=C(C=C(C=C1)C(=O)NC2=CC(=CC(=C2)C(F)(F)F)N3C=C(N=C3)C)NC4=NC=CC(=N4)C5=CN=CC=C5. Synergy scores: CSS=1.60, Synergy_ZIP=-3.84, Synergy_Bliss=-1.51, Synergy_Loewe=-5.43, Synergy_HSA=-2.33.